The task is: Predict the reaction yield, written as a fraction of the theoretical maximum amount of product (1.0 means a 100% yield; for example, 0.34 means a 34% yield).. This data is from Reaction yield outcomes from USPTO patents with 853,638 reactions. (1) The reactants are [CH2:1]([OH:7])[C:2]1[O:6][CH:5]=[CH:4][CH:3]=1.[Si:8](Cl)([C:11]([CH3:14])([CH3:13])[CH3:12])([CH3:10])[CH3:9].N1C=CN=C1. The catalyst is CN(C)C=O. The product is [Si:8]([O:7][CH2:1][C:2]1[O:6][CH:5]=[CH:4][CH:3]=1)([C:11]([CH3:14])([CH3:13])[CH3:12])([CH3:10])[CH3:9]. The yield is 0.650. (2) The reactants are C1C=CC(P(C2C=CC3C(=CC=CC=3)C=2C2C3C(=CC=CC=3)C=CC=2P(C2C=CC=CC=2)C2C=CC=CC=2)C2C=CC=CC=2)=CC=1.Br[C:48]1[C:53]2[CH:54]=[C:55]([C:57]([CH3:60])([CH3:59])[CH3:58])[O:56][C:52]=2[C:51]([C:61]#[N:62])=[CH:50][C:49]=1[C:63]1[CH:68]=[CH:67][CH:66]=[CH:65][CH:64]=1.[CH3:69][N:70]([CH3:76])[C@H:71]1[CH2:75][CH2:74][NH:73][CH2:72]1.CC(C)([O-])C.[Na+]. The catalyst is C1(C)C=CC=CC=1.C([O-])(=O)C.[Pd+2].C([O-])(=O)C.O. The product is [C:57]([C:55]1[O:56][C:52]2[C:51]([C:61]#[N:62])=[CH:50][C:49]([C:63]3[CH:68]=[CH:67][CH:66]=[CH:65][CH:64]=3)=[C:48]([N:73]3[CH2:74][CH2:75][C@H:71]([N:70]([CH3:76])[CH3:69])[CH2:72]3)[C:53]=2[CH:54]=1)([CH3:60])([CH3:59])[CH3:58]. The yield is 0.330.